The task is: Predict the product of the given reaction.. This data is from Forward reaction prediction with 1.9M reactions from USPTO patents (1976-2016). (1) Given the reactants [C:1](Cl)(=O)C.[NH:5]1[CH2:12][CH2:11][CH2:10][C@H:6]1[C:7]([OH:9])=[O:8].CCN(CC)CC.[CH:20]1[CH:25]=[CH:24][C:23]([CH2:26]Br)=[CH:22][CH:21]=1, predict the reaction product. The product is: [CH3:1][O:8][C:7](=[O:9])[C@@H:6]1[CH2:10][CH2:11][CH2:12][N:5]1[CH2:26][C:23]1[CH:24]=[CH:25][CH:20]=[CH:21][CH:22]=1. (2) Given the reactants [OH:1][C:2]1[C:11]2[C:6](=[CH:7][CH:8]=[CH:9][C:10]=2[O:12][C:13]2[CH:18]=[CH:17][CH:16]=[CH:15][CH:14]=2)[C:5]([CH3:19])=[N:4][C:3]=1[C:20](OC)=[O:21].[NH2:24][CH2:25][C:26]([OH:28])=[O:27].C[O-].[Na+], predict the reaction product. The product is: [OH:1][C:2]1[C:11]2[C:6](=[CH:7][CH:8]=[CH:9][C:10]=2[O:12][C:13]2[CH:14]=[CH:15][CH:16]=[CH:17][CH:18]=2)[C:5]([CH3:19])=[N:4][C:3]=1[C:20]([NH:24][CH2:25][C:26]([OH:28])=[O:27])=[O:21]. (3) Given the reactants [CH2:1]([C:4]1[CH:5]=[C:6]([NH:12][C:13](=[O:18])[CH2:14][CH2:15][CH2:16]Br)[CH:7]=[CH:8][C:9]=1[O:10][CH3:11])[CH:2]=[CH2:3].[H-].[Na+], predict the reaction product. The product is: [CH2:1]([C:4]1[CH:5]=[C:6]([N:12]2[CH2:16][CH2:15][CH2:14][C:13]2=[O:18])[CH:7]=[CH:8][C:9]=1[O:10][CH3:11])[CH:2]=[CH2:3]. (4) Given the reactants [Cl:1][C:2]1[CH:27]=[CH:26][C:5]2[N:6]3[C:10]([CH2:11][NH:12][CH2:13][C:4]=2[CH:3]=1)=[N:9][N:8]=[C:7]3[CH:14]1[CH2:19][CH2:18][N:17]([C:20]2[CH:25]=[CH:24][CH:23]=[CH:22][N:21]=2)[CH2:16][CH2:15]1.C(=O)([O-])[O-].[K+].[K+].Cl[C:35]1[CH:40]=[CH:39][N:38]=[CH:37][N:36]=1, predict the reaction product. The product is: [Cl:1][C:2]1[CH:27]=[CH:26][C:5]2[N:6]3[C:10]([CH2:11][N:12]([C:35]4[CH:40]=[CH:39][N:38]=[CH:37][N:36]=4)[CH2:13][C:4]=2[CH:3]=1)=[N:9][N:8]=[C:7]3[CH:14]1[CH2:15][CH2:16][N:17]([C:20]2[CH:25]=[CH:24][CH:23]=[CH:22][N:21]=2)[CH2:18][CH2:19]1. (5) Given the reactants [I:1][C:2]1[C:7]([OH:8])=[CH:6][CH:5]=[C:4]([S:9]([CH3:12])(=[O:11])=[O:10])[N:3]=1.Br[CH2:14][CH:15]1[CH2:17][CH2:16]1.C([O-])([O-])=O.[K+].[K+].O, predict the reaction product. The product is: [CH:15]1([CH2:14][O:8][C:7]2[C:2]([I:1])=[N:3][C:4]([S:9]([CH3:12])(=[O:10])=[O:11])=[CH:5][CH:6]=2)[CH2:17][CH2:16]1. (6) Given the reactants Br[C:2]1[CH:3]=[C:4]([NH:12][C:13]2[N:21]=[CH:20][C:19]([CH:22]3[CH2:24][CH2:23]3)=[CH:18][C:14]=2[C:15]([OH:17])=[O:16])[CH:5]=[C:6]2[C:10]=1[N:9]([CH3:11])[CH:8]=[CH:7]2.C([Sn](CCCC)(CCCC)[C:30]1[CH:35]=[CH:34][CH:33]=[CH:32][N:31]=1)CCC.C1(C)C=CC=CC=1P(C1C=CC=CC=1C)C1C=CC=CC=1C.[F-].[K+], predict the reaction product. The product is: [CH:22]1([C:19]2[CH:20]=[N:21][C:13]([NH:12][C:4]3[CH:5]=[C:6]4[C:10](=[C:2]([C:30]5[CH:35]=[CH:34][CH:33]=[CH:32][N:31]=5)[CH:3]=3)[N:9]([CH3:11])[CH:8]=[CH:7]4)=[C:14]([CH:18]=2)[C:15]([OH:17])=[O:16])[CH2:23][CH2:24]1. (7) Given the reactants [OH:1][C:2]1[C:11]2[C:6](=[CH:7][CH:8]=[C:9](/[CH:12]=[CH:13]/[C:14]#[N:15])[CH:10]=2)[N:5]=[CH:4][CH:3]=1.C(N(CC)CC)C, predict the reaction product. The product is: [OH:1][C:2]1[C:11]2[C:6](=[CH:7][CH:8]=[C:9]([CH2:12][CH2:13][C:14]#[N:15])[CH:10]=2)[N:5]=[CH:4][CH:3]=1.